From a dataset of Catalyst prediction with 721,799 reactions and 888 catalyst types from USPTO. Predict which catalyst facilitates the given reaction. Reactant: I[C:2]1[N:3]=[CH:4][N:5]([C:7]([C:20]2[CH:25]=[CH:24][CH:23]=[CH:22][CH:21]=2)([C:14]2[CH:19]=[CH:18][CH:17]=[CH:16][CH:15]=2)[C:8]2[CH:13]=[CH:12][CH:11]=[CH:10][CH:9]=2)[CH:6]=1.C([Mg]Br)C.[Cl:30][C:31]1[C:32]([F:39])=[C:33]([CH:36]=[CH:37][CH:38]=1)[CH:34]=[O:35]. Product: [Cl:30][C:31]1[C:32]([F:39])=[C:33]([CH:34]([C:2]2[N:3]=[CH:4][N:5]([C:7]([C:14]3[CH:15]=[CH:16][CH:17]=[CH:18][CH:19]=3)([C:8]3[CH:13]=[CH:12][CH:11]=[CH:10][CH:9]=3)[C:20]3[CH:25]=[CH:24][CH:23]=[CH:22][CH:21]=3)[CH:6]=2)[OH:35])[CH:36]=[CH:37][CH:38]=1. The catalyst class is: 4.